From a dataset of Reaction yield outcomes from USPTO patents with 853,638 reactions. Predict the reaction yield, written as a fraction of the theoretical maximum amount of product (1.0 means a 100% yield; for example, 0.34 means a 34% yield). (1) The reactants are Br[C:2]1[CH:7]=[CH:6][CH:5]=[CH:4][C:3]=1[O:8][Si:9]([C:12]([CH3:15])([CH3:14])[CH3:13])([CH3:11])[CH3:10].[C:16]([Li])(C)(C)C.[CH3:21][O:22]N(C)[C:24]([C@@H:26]1[CH2:31][CH2:30]CN(C(OC(C)(C)C)=O)C1)=[O:25].[Cl-].[NH4+].O(C1C=[CH:54][CH:53]=[CH:52][C:51]=1[C:56]([C@@H:58]1[CH2:63][CH2:62][CH2:61][N:60]([C:64]([O:66][C:67]([CH3:70])([CH3:69])[CH3:68])=[O:65])[CH2:59]1)=[O:57])[Si](C(C)(C)C)(C)C.[OH:71][C:72]1[CH:77]=[CH:76][CH:75]=[CH:74][C:73]=1[C:78]([C@@H:80]1[CH2:85][CH2:84][CH2:83][N:82]([C:86]([O:88][C:89]([CH3:92])([CH3:91])[CH3:90])=[O:87])[CH2:81]1)=[O:79].[Cl-]. The catalyst is CCOCC.O1CCCC1. The product is [OH:57][C@:56]([C:2]1[CH:7]=[CH:6][CH:5]=[CH:4][C:3]=1[O:8][Si:9]([C:12]([CH3:15])([CH3:14])[CH3:13])([CH3:11])[CH3:10])([C@@H:58]1[CH2:63][CH2:62][CH2:61][N:60]([C:64]([O:66][C:67]([CH3:68])([CH3:69])[CH3:70])=[O:65])[CH2:59]1)[CH2:51][CH2:52][CH2:53][CH2:54][O:22][CH3:21].[OH:79][C@:78]([C:73]1[CH:74]=[CH:75][CH:76]=[CH:77][C:72]=1[OH:71])([C@@H:80]1[CH2:85][CH2:84][CH2:83][N:82]([C:86]([O:88][C:89]([CH3:92])([CH3:91])[CH3:90])=[O:87])[CH2:81]1)[CH2:30][CH2:31][CH2:26][CH2:24][O:25][CH3:16]. The yield is 0.470. (2) The reactants are [F:1][C:2]1[CH:3]=[C:4]([OH:11])[CH:5]=[CH:6][C:7]=1[N+:8]([O-:10])=[O:9].ClC1C=CC=CC=1.Cl[C:20]1[CH:25]=[CH:24][N:23]=[C:22]([C:26]([O:28][CH2:29][CH3:30])=[O:27])[CH:21]=1.C(=O)([O-])[O-].[Na+].[Na+]. The catalyst is C(OCC)(=O)C. The product is [F:1][C:2]1[CH:3]=[C:4]([CH:5]=[CH:6][C:7]=1[N+:8]([O-:10])=[O:9])[O:11][C:20]1[CH:25]=[CH:24][N:23]=[C:22]([C:26]([O:28][CH2:29][CH3:30])=[O:27])[CH:21]=1. The yield is 0.402. (3) The reactants are [CH2:1]([O:3][C:4]1[CH:5]=[C:6]([C@H:12]([N:18]2[C:26](=[O:27])[C:25]3[C:20](=[CH:21][CH:22]=[CH:23][C:24]=3[NH:28][C:29]([CH:31]3[CH2:33][CH2:32]3)=[O:30])[CH2:19]2)[CH2:13][C:14](=[O:17])[NH:15][OH:16])[CH:7]=[CH:8][C:9]=1[O:10][CH3:11])[CH3:2].[C:34](OC(=O)C)(=[O:36])[CH3:35].CCOCC.CCCCCC. The catalyst is C(#N)C.C(Cl)Cl. The product is [C:34]([O:16][NH:15][C:14]([CH2:13][C@@H:12]([N:18]1[C:26](=[O:27])[C:25]2[C:20](=[CH:21][CH:22]=[CH:23][C:24]=2[NH:28][C:29]([CH:31]2[CH2:33][CH2:32]2)=[O:30])[CH2:19]1)[C:6]1[CH:7]=[CH:8][C:9]([O:10][CH3:11])=[C:4]([O:3][CH2:1][CH3:2])[CH:5]=1)=[O:17])(=[O:36])[CH3:35]. The yield is 0.630. (4) The reactants are [CH3:1][C:2]1[CH:17]=[CH:16][C:5]([NH:6][CH2:7][CH2:8][O:9][C:10]2[CH:15]=[CH:14][CH:13]=[CH:12][CH:11]=2)=[C:4]([N+:18]([O-])=O)[CH:3]=1.[H][H]. The catalyst is [Ni].C(O)C. The product is [CH3:1][C:2]1[CH:3]=[C:4]([NH2:18])[C:5]([NH:6][CH2:7][CH2:8][O:9][C:10]2[CH:11]=[CH:12][CH:13]=[CH:14][CH:15]=2)=[CH:16][CH:17]=1. The yield is 0.980.